Dataset: NCI-60 drug combinations with 297,098 pairs across 59 cell lines. Task: Regression. Given two drug SMILES strings and cell line genomic features, predict the synergy score measuring deviation from expected non-interaction effect. (1) Drug 1: CNC(=O)C1=CC=CC=C1SC2=CC3=C(C=C2)C(=NN3)C=CC4=CC=CC=N4. Drug 2: CCC1(CC2CC(C3=C(CCN(C2)C1)C4=CC=CC=C4N3)(C5=C(C=C6C(=C5)C78CCN9C7C(C=CC9)(C(C(C8N6C=O)(C(=O)OC)O)OC(=O)C)CC)OC)C(=O)OC)O.OS(=O)(=O)O. Cell line: RXF 393. Synergy scores: CSS=29.4, Synergy_ZIP=-7.10, Synergy_Bliss=-0.545, Synergy_Loewe=-16.9, Synergy_HSA=-0.165. (2) Drug 1: CC1=C2C(C(=O)C3(C(CC4C(C3C(C(C2(C)C)(CC1OC(=O)C(C(C5=CC=CC=C5)NC(=O)OC(C)(C)C)O)O)OC(=O)C6=CC=CC=C6)(CO4)OC(=O)C)OC)C)OC. Drug 2: C1C(C(OC1N2C=NC3=C(N=C(N=C32)Cl)N)CO)O. Cell line: SR. Synergy scores: CSS=85.9, Synergy_ZIP=5.09, Synergy_Bliss=4.47, Synergy_Loewe=5.16, Synergy_HSA=6.50. (3) Drug 1: C(=O)(N)NO. Drug 2: C1CCC(C(C1)N)N.C(=O)(C(=O)[O-])[O-].[Pt+4]. Cell line: T-47D. Synergy scores: CSS=24.3, Synergy_ZIP=-9.15, Synergy_Bliss=-0.407, Synergy_Loewe=-11.0, Synergy_HSA=1.78.